Dataset: Reaction yield outcomes from USPTO patents with 853,638 reactions. Task: Predict the reaction yield, written as a fraction of the theoretical maximum amount of product (1.0 means a 100% yield; for example, 0.34 means a 34% yield). The reactants are [CH:1]1[C:11]2[CH2:10][CH2:9][C:8]3[CH:12]=[CH:13][CH:14]=[CH:15][C:7]=3[C:6](=[CH:16][C:17]3[CH:18]=[C:19]([NH2:23])[CH:20]=[CH:21][CH:22]=3)[C:5]=2[CH:4]=[CH:3][CH:2]=1.[CH2:24]([S:27](Cl)(=[O:29])=[O:28])[CH2:25][CH3:26]. No catalyst specified. The product is [CH:1]1[C:11]2[CH2:10][CH2:9][C:8]3[CH:12]=[CH:13][CH:14]=[CH:15][C:7]=3[C:6](=[CH:16][C:17]3[CH:18]=[C:19]([NH:23][S:27]([CH2:24][CH2:25][CH3:26])(=[O:29])=[O:28])[CH:20]=[CH:21][CH:22]=3)[C:5]=2[CH:4]=[CH:3][CH:2]=1. The yield is 0.500.